From a dataset of TCR-epitope binding with 47,182 pairs between 192 epitopes and 23,139 TCRs. Binary Classification. Given a T-cell receptor sequence (or CDR3 region) and an epitope sequence, predict whether binding occurs between them. The epitope is YSEHPTFTSQY. The TCR CDR3 sequence is CASSQVLGVLSSYEQYF. Result: 1 (the TCR binds to the epitope).